This data is from Reaction yield outcomes from USPTO patents with 853,638 reactions. The task is: Predict the reaction yield, written as a fraction of the theoretical maximum amount of product (1.0 means a 100% yield; for example, 0.34 means a 34% yield). (1) The reactants are [Br:1][C:2]1[CH:3]=[CH:4][C:5]2[O:14][C:13]3[C:12](=[O:15])[NH:11][C:10]([CH2:16][CH:17]4[CH2:22][CH2:21][CH2:20][NH:19][CH2:18]4)=[N:9][C:8]=3[C:6]=2[CH:7]=1.C=O.[CH:25](O)=O.[OH-].[Na+]. The catalyst is O. The product is [Br:1][C:2]1[CH:3]=[CH:4][C:5]2[O:14][C:13]3[C:12](=[O:15])[NH:11][C:10]([CH2:16][CH:17]4[CH2:22][CH2:21][CH2:20][N:19]([CH3:25])[CH2:18]4)=[N:9][C:8]=3[C:6]=2[CH:7]=1. The yield is 0.270. (2) The reactants are [NH2:1][C:2]1[C:7](Br)=[N:6][C:5]([Br:9])=[CH:4][N:3]=1.[N:10]1[C:19]2[C:14](=[CH:15][C:16]([CH:20]([NH2:22])[CH3:21])=[CH:17][CH:18]=2)[CH:13]=[CH:12][CH:11]=1.CCN(C(C)C)C(C)C. The catalyst is CCCCO. The product is [Br:9][C:5]1[N:6]=[C:7]([NH:22][CH:20]([C:16]2[CH:15]=[C:14]3[C:19](=[CH:18][CH:17]=2)[N:10]=[CH:11][CH:12]=[CH:13]3)[CH3:21])[C:2]([NH2:1])=[N:3][CH:4]=1. The yield is 0.660.